Dataset: Reaction yield outcomes from USPTO patents with 853,638 reactions. Task: Predict the reaction yield, written as a fraction of the theoretical maximum amount of product (1.0 means a 100% yield; for example, 0.34 means a 34% yield). (1) The yield is 0.660. The reactants are S(Cl)(Cl)=O.[Br:5][C:6]1[CH:7]=[C:8]([CH2:12][CH2:13][CH2:14][CH2:15][CH2:16][C:17]([OH:19])=O)[CH:9]=[CH:10][CH:11]=1.[Cl-].[Cl-].[Cl-].[Al+3]. The product is [Br:5][C:6]1[CH:11]=[CH:10][C:9]2[C:17](=[O:19])[CH2:16][CH2:15][CH2:14][CH2:13][CH2:12][C:8]=2[CH:7]=1. The catalyst is C(=S)=S. (2) The catalyst is CO. The product is [C:1]([C:5]1[CH:6]=[C:7]([NH:26][C:27]([NH:29][C@@H:30]2[C:39]3[C:34](=[CH:35][CH:36]=[CH:37][CH:38]=3)[C@H:33]([O:40][C:41]3[CH:42]=[CH:43][C:44]4[N:45]([C:47]([N:50]5[CH2:55][CH2:54][O:53][CH2:52][C@@H:51]5[CH3:56])=[N:48][N:49]=4)[CH:46]=3)[CH2:32][CH2:31]2)=[O:28])[N:8]([C:10]2[CH:15]=[CH:14][CH:13]=[C:12]([O:16][CH2:17][CH2:18][OH:19])[CH:11]=2)[N:9]=1)([CH3:4])([CH3:2])[CH3:3]. The reactants are [C:1]([C:5]1[CH:6]=[C:7]([NH:26][C:27]([NH:29][C@@H:30]2[C:39]3[C:34](=[CH:35][CH:36]=[CH:37][CH:38]=3)[C@H:33]([O:40][C:41]3[CH:42]=[CH:43][C:44]4[N:45]([C:47]([N:50]5[CH2:55][CH2:54][O:53][CH2:52][C@@H:51]5[CH3:56])=[N:48][N:49]=4)[CH:46]=3)[CH2:32][CH2:31]2)=[O:28])[N:8]([C:10]2[CH:15]=[CH:14][CH:13]=[C:12]([O:16][CH2:17][CH2:18][O:19]C3CCCCO3)[CH:11]=2)[N:9]=1)([CH3:4])([CH3:3])[CH3:2].C1(C)C=CC(S([O-])(=O)=O)=CC=1.[NH+]1C=CC=CC=1.O.C([O-])(O)=O.[Na+]. The yield is 0.690.